This data is from NCI-60 drug combinations with 297,098 pairs across 59 cell lines. The task is: Regression. Given two drug SMILES strings and cell line genomic features, predict the synergy score measuring deviation from expected non-interaction effect. Drug 1: CC12CCC3C(C1CCC2O)C(CC4=C3C=CC(=C4)O)CCCCCCCCCS(=O)CCCC(C(F)(F)F)(F)F. Drug 2: B(C(CC(C)C)NC(=O)C(CC1=CC=CC=C1)NC(=O)C2=NC=CN=C2)(O)O. Cell line: SK-OV-3. Synergy scores: CSS=17.3, Synergy_ZIP=-2.76, Synergy_Bliss=-0.821, Synergy_Loewe=-27.5, Synergy_HSA=-0.511.